This data is from Reaction yield outcomes from USPTO patents with 853,638 reactions. The task is: Predict the reaction yield, written as a fraction of the theoretical maximum amount of product (1.0 means a 100% yield; for example, 0.34 means a 34% yield). (1) The reactants are [Cl:1][C:2]1[C:3]([C:13]#[N:14])=[CH:4][C:5]([O:11][CH3:12])=[C:6]([CH:10]=1)[C:7](O)=[O:8].B.O. The catalyst is O1CCCC1. The product is [Cl:1][C:2]1[CH:10]=[C:6]([CH2:7][OH:8])[C:5]([O:11][CH3:12])=[CH:4][C:3]=1[C:13]#[N:14]. The yield is 0.800. (2) The reactants are I[C:2]1[CH:7]=[CH:6][C:5]([N:8]2[CH2:13][CH2:12][C:11]3[C:14]([S:25]([CH3:28])(=[O:27])=[O:26])=[N:15][N:16]([C:17]4[CH:22]=[CH:21][C:20]([O:23][CH3:24])=[CH:19][CH:18]=4)[C:10]=3[C:9]2=[O:29])=[CH:4][CH:3]=1.C(OC([N:40]1[CH2:45][CH2:44][NH:43][C:42](=[O:46])[CH2:41]1)=O)C1C=CC=CC=1.C([O-])([O-])=O.[K+].[K+].CS(C)=O. The catalyst is CCOC(C)=O.O.[Cu]I. The product is [CH3:24][O:23][C:20]1[CH:21]=[CH:22][C:17]([N:16]2[C:10]3[C:9](=[O:29])[N:8]([C:5]4[CH:6]=[CH:7][C:2]([N:43]5[CH2:44][CH2:45][NH:40][CH2:41][C:42]5=[O:46])=[CH:3][CH:4]=4)[CH2:13][CH2:12][C:11]=3[C:14]([S:25]([CH3:28])(=[O:27])=[O:26])=[N:15]2)=[CH:18][CH:19]=1. The yield is 0.270.